The task is: Regression. Given two drug SMILES strings and cell line genomic features, predict the synergy score measuring deviation from expected non-interaction effect.. This data is from Merck oncology drug combination screen with 23,052 pairs across 39 cell lines. (1) Drug 1: CC1CC2C3CCC4=CC(=O)C=CC4(C)C3(F)C(O)CC2(C)C1(O)C(=O)CO. Drug 2: C#Cc1cccc(Nc2ncnc3cc(OCCOC)c(OCCOC)cc23)c1. Cell line: MDAMB436. Synergy scores: synergy=-7.73. (2) Drug 1: CN1C(=O)C=CC2(C)C3CCC4(C)C(NC(=O)OCC(F)(F)F)CCC4C3CCC12. Drug 2: O=C(CCCCCCC(=O)Nc1ccccc1)NO. Cell line: ZR751. Synergy scores: synergy=-27.2. (3) Drug 1: C=CCn1c(=O)c2cnc(Nc3ccc(N4CCN(C)CC4)cc3)nc2n1-c1cccc(C(C)(C)O)n1. Drug 2: CCC1(O)C(=O)OCc2c1cc1n(c2=O)Cc2cc3c(CN(C)C)c(O)ccc3nc2-1. Cell line: A2780. Synergy scores: synergy=4.65. (4) Drug 1: O=S1(=O)NC2(CN1CC(F)(F)F)C1CCC2Cc2cc(C=CCN3CCC(C(F)(F)F)CC3)ccc2C1. Drug 2: O=P1(N(CCCl)CCCl)NCCCO1. Cell line: RKO. Synergy scores: synergy=-2.24. (5) Drug 1: Cn1nnc2c(C(N)=O)ncn2c1=O. Drug 2: CNC(=O)c1cc(Oc2ccc(NC(=O)Nc3ccc(Cl)c(C(F)(F)F)c3)cc2)ccn1. Cell line: SW837. Synergy scores: synergy=4.58. (6) Drug 1: Nc1ccn(C2OC(CO)C(O)C2(F)F)c(=O)n1. Drug 2: CNC(=O)c1cc(Oc2ccc(NC(=O)Nc3ccc(Cl)c(C(F)(F)F)c3)cc2)ccn1. Cell line: NCIH520. Synergy scores: synergy=-7.92. (7) Drug 1: NC1(c2ccc(-c3nc4ccn5c(=O)[nH]nc5c4cc3-c3ccccc3)cc2)CCC1. Drug 2: COC1CC2CCC(C)C(O)(O2)C(=O)C(=O)N2CCCCC2C(=O)OC(C(C)CC2CCC(OP(C)(C)=O)C(OC)C2)CC(=O)C(C)C=C(C)C(O)C(OC)C(=O)C(C)CC(C)C=CC=CC=C1C. Cell line: EFM192B. Synergy scores: synergy=29.3.